Dataset: Full USPTO retrosynthesis dataset with 1.9M reactions from patents (1976-2016). Task: Predict the reactants needed to synthesize the given product. (1) Given the product [CH:22]([O:24][CH2:25][CH2:26][O:27][NH:28][C:19]([C:18]1[C:10]([NH:9][C:3]2[CH:4]=[CH:5][C:6]([I:8])=[CH:7][C:2]=2[F:1])=[C:11]2[C:15](=[CH:16][CH:17]=1)[NH:14][N:13]=[CH:12]2)=[O:21])=[CH2:23], predict the reactants needed to synthesize it. The reactants are: [F:1][C:2]1[CH:7]=[C:6]([I:8])[CH:5]=[CH:4][C:3]=1[NH:9][C:10]1[C:18]([C:19]([OH:21])=O)=[CH:17][CH:16]=[C:15]2[C:11]=1[CH:12]=[N:13][NH:14]2.[CH:22]([O:24][CH2:25][CH2:26][O:27][NH2:28])=[CH2:23].CCN=C=NCCCN(C)C.C1C=CC2N(O)N=NC=2C=1.CCN(C(C)C)C(C)C. (2) The reactants are: C(OC([NH:8][C@H:9]([C:11]([NH:13][CH:14]1[N:20]=[C:19]([C:21]2[CH:26]=[CH:25][CH:24]=[CH:23][CH:22]=2)[C:18]2[CH:27]=[CH:28][CH:29]=[CH:30][C:17]=2[N:16]([CH2:31][C:32](=[O:39])[C:33]2[CH:38]=[CH:37][CH:36]=[CH:35][CH:34]=2)[C:15]1=[O:40])=[O:12])[CH3:10])=O)(C)(C)C.C(O)(C(F)(F)F)=O.C(Cl)Cl. Given the product [NH2:8][C@H:9]([C:11]([NH:13][CH:14]1[N:20]=[C:19]([C:21]2[CH:26]=[CH:25][CH:24]=[CH:23][CH:22]=2)[C:18]2[CH:27]=[CH:28][CH:29]=[CH:30][C:17]=2[N:16]([CH2:31][C:32](=[O:39])[C:33]2[CH:38]=[CH:37][CH:36]=[CH:35][CH:34]=2)[C:15]1=[O:40])=[O:12])[CH3:10], predict the reactants needed to synthesize it. (3) Given the product [C:23]([C:25]1([C:28]([NH:20][NH:19][C:17](=[O:18])[C:16]2[CH:15]=[CH:14][C:13]([CH2:1][CH2:2][CH2:3][CH2:4][CH2:5][CH2:6][CH2:7][CH2:8][CH2:9][CH2:10][CH2:11][CH3:12])=[CH:22][CH:21]=2)=[O:29])[CH2:27][CH2:26]1)#[N:24], predict the reactants needed to synthesize it. The reactants are: [CH2:1]([C:13]1[CH:22]=[CH:21][C:16]([C:17]([NH:19][NH2:20])=[O:18])=[CH:15][CH:14]=1)[CH2:2][CH2:3][CH2:4][CH2:5][CH2:6][CH2:7][CH2:8][CH2:9][CH2:10][CH2:11][CH3:12].[C:23]([C:25]1([C:28](O)=[O:29])[CH2:27][CH2:26]1)#[N:24]. (4) Given the product [C:7]([O:16][C:14]([N:5]([C:25]([O:24][C:21]([CH3:23])([CH3:20])[CH3:22])=[O:26])[C@@H:4]([CH2:6][C:7]1[CH:12]=[CH:11][CH:10]=[CH:9][CH:8]=1)[C:3]([O:2][CH3:1])=[O:13])=[O:17])([CH3:12])([CH3:8])[CH3:6], predict the reactants needed to synthesize it. The reactants are: [CH3:1][O:2][C:3](=[O:13])[C@H:4]([CH2:6][C:7]1[CH:12]=[CH:11][CH:10]=[CH:9][CH:8]=1)[NH2:5].[C:14]([O-:17])([O-:16])=O.[Na+].[Na+].[CH3:20][C:21]([O:24][C:25](O[C:25]([O:24][C:21]([CH3:23])([CH3:22])[CH3:20])=[O:26])=[O:26])([CH3:23])[CH3:22].